Dataset: Forward reaction prediction with 1.9M reactions from USPTO patents (1976-2016). Task: Predict the product of the given reaction. (1) Given the reactants [C:1]1([C:7](=[N:14][C:15]2[CH:16]=[C:17]([CH:21]([C:23]3[C:31]4[CH:30]=[N:29][CH:28]=[N:27][C:26]=4[NH:25][CH:24]=3)[OH:22])[CH:18]=[N:19][CH:20]=2)[C:8]2[CH:13]=[CH:12][CH:11]=[CH:10][CH:9]=2)[CH:6]=[CH:5][CH:4]=[CH:3][CH:2]=1, predict the reaction product. The product is: [C:1]1([C:7](=[N:14][C:15]2[CH:16]=[C:17]([C:21]([C:23]3[C:31]4[CH:30]=[N:29][CH:28]=[N:27][C:26]=4[NH:25][CH:24]=3)=[O:22])[CH:18]=[N:19][CH:20]=2)[C:8]2[CH:9]=[CH:10][CH:11]=[CH:12][CH:13]=2)[CH:6]=[CH:5][CH:4]=[CH:3][CH:2]=1. (2) Given the reactants [F:1][C:2]1([F:24])[CH2:7][CH2:6][CH:5]([CH2:8][NH:9][C:10]([C:12]2[C:13]3[CH:14]=[CH:15][C:16](Cl)=[N:17][C:18]=3[CH:19]=[CH:20][C:21]=2[Cl:22])=[O:11])[CH2:4][CH2:3]1.O1CCOCC1.O.[F-].[Cs+].[C:34]1(B2OC(C)(C)C(C)(C)O2)[CH2:38][CH2:37][CH2:36][CH:35]=1, predict the reaction product. The product is: [F:1][C:2]1([F:24])[CH2:7][CH2:6][CH:5]([CH2:8][NH:9][C:10]([C:12]2[C:13]3[CH:14]=[CH:15][C:16]([C:34]4[CH2:38][CH2:37][CH2:36][CH:35]=4)=[N:17][C:18]=3[CH:19]=[CH:20][C:21]=2[Cl:22])=[O:11])[CH2:4][CH2:3]1.